This data is from Full USPTO retrosynthesis dataset with 1.9M reactions from patents (1976-2016). The task is: Predict the reactants needed to synthesize the given product. (1) Given the product [CH3:7][O:8][C:9]1[CH:62]=[CH:61][CH:60]=[CH:59][C:10]=1[CH2:11][O:12][CH2:13][CH2:14][CH2:15][O:16][C:17]1[CH:18]=[CH:19][C:20]([CH:23]2[CH2:28][CH2:27][N:26]([C:29]([O:31][C:32]([CH3:35])([CH3:33])[CH3:34])=[O:30])[CH2:25][CH:24]2[O:36][CH2:37][CH2:38][O:39][C:40]2[CH:45]=[CH:44][CH:43]=[CH:42][C:41]=2[CH2:46][CH2:47][N:1]2[CH:5]=[N:4][CH:3]=[N:2]2)=[CH:21][CH:22]=1, predict the reactants needed to synthesize it. The reactants are: [NH:1]1[CH:5]=[N:4][C-:3]=[N:2]1.[Na+].[CH3:7][O:8][C:9]1[CH:62]=[CH:61][CH:60]=[CH:59][C:10]=1[CH2:11][O:12][CH2:13][CH2:14][CH2:15][O:16][C:17]1[CH:22]=[CH:21][C:20]([CH:23]2[CH2:28][CH2:27][N:26]([C:29]([O:31][C:32]([CH3:35])([CH3:34])[CH3:33])=[O:30])[CH2:25][CH:24]2[O:36][CH2:37][CH2:38][O:39][C:40]2[CH:45]=[CH:44][CH:43]=[CH:42][C:41]=2[CH2:46][CH2:47]OS(C2C=CC(C)=CC=2)(=O)=O)=[CH:19][CH:18]=1. (2) Given the product [Cl:1][C:2]1[CH:10]=[CH:9][C:5]([C:6]([N:45]([O:46][CH3:47])[CH3:44])=[O:7])=[C:4]([NH:11][C:12]2[CH:17]=[CH:16][CH:15]=[CH:14][C:13]=2[Cl:18])[CH:3]=1, predict the reactants needed to synthesize it. The reactants are: [Cl:1][C:2]1[CH:10]=[CH:9][C:5]([C:6](O)=[O:7])=[C:4]([NH:11][C:12]2[CH:17]=[CH:16][CH:15]=[CH:14][C:13]=2[Cl:18])[CH:3]=1.F[P-](F)(F)(F)(F)F.Br[P+](N1CCCC1)(N1CCCC1)N1CCCC1.Cl.[CH3:44][NH:45][O:46][CH3:47].C(N(CC)C(C)C)(C)C.F[P-](F)(F)(F)(F)F.N1(OC(N(C)C)=[N+](C)C)C2C=CC=CC=2N=N1.